Regression. Given two drug SMILES strings and cell line genomic features, predict the synergy score measuring deviation from expected non-interaction effect. From a dataset of NCI-60 drug combinations with 297,098 pairs across 59 cell lines. (1) Drug 1: CC1=C(C(=CC=C1)Cl)NC(=O)C2=CN=C(S2)NC3=CC(=NC(=N3)C)N4CCN(CC4)CCO. Drug 2: C1=CC=C(C(=C1)C(C2=CC=C(C=C2)Cl)C(Cl)Cl)Cl. Cell line: MOLT-4. Synergy scores: CSS=0.207, Synergy_ZIP=5.98, Synergy_Bliss=14.6, Synergy_Loewe=-6.57, Synergy_HSA=0.246. (2) Drug 2: C(CN)CNCCSP(=O)(O)O. Drug 1: CN(C)C1=NC(=NC(=N1)N(C)C)N(C)C. Synergy scores: CSS=-0.674, Synergy_ZIP=4.94, Synergy_Bliss=5.80, Synergy_Loewe=-2.41, Synergy_HSA=-1.69. Cell line: HT29. (3) Drug 1: C1CC(=O)NC(=O)C1N2CC3=C(C2=O)C=CC=C3N. Drug 2: C1C(C(OC1N2C=NC3=C2NC=NCC3O)CO)O. Cell line: K-562. Synergy scores: CSS=2.79, Synergy_ZIP=-0.760, Synergy_Bliss=-1.88, Synergy_Loewe=-0.433, Synergy_HSA=-0.839. (4) Drug 1: CC1=C(C(=CC=C1)Cl)NC(=O)C2=CN=C(S2)NC3=CC(=NC(=N3)C)N4CCN(CC4)CCO. Drug 2: CS(=O)(=O)CCNCC1=CC=C(O1)C2=CC3=C(C=C2)N=CN=C3NC4=CC(=C(C=C4)OCC5=CC(=CC=C5)F)Cl. Cell line: HL-60(TB). Synergy scores: CSS=0.465, Synergy_ZIP=2.43, Synergy_Bliss=3.16, Synergy_Loewe=-0.892, Synergy_HSA=-1.56. (5) Drug 1: C1CC(CNC1)C2=CC=C(C=C2)N3C=C4C=CC=C(C4=N3)C(=O)N. Drug 2: CC1CCC2CC(C(=CC=CC=CC(CC(C(=O)C(C(C(=CC(C(=O)CC(OC(=O)C3CCCCN3C(=O)C(=O)C1(O2)O)C(C)CC4CCC(C(C4)OC)OP(=O)(C)C)C)C)O)OC)C)C)C)OC. Cell line: UACC62. Synergy scores: CSS=20.6, Synergy_ZIP=-4.43, Synergy_Bliss=-1.64, Synergy_Loewe=2.64, Synergy_HSA=3.45.